Dataset: Forward reaction prediction with 1.9M reactions from USPTO patents (1976-2016). Task: Predict the product of the given reaction. (1) Given the reactants [CH2:1]([C:3]1[CH:8]=[C:7]([O:9]COCC[Si](C)(C)C)[C:6]([F:18])=[CH:5][C:4]=1[C:19]1[N:24]=[C:23]([NH:25][CH2:26][C:27]2[CH:32]=[CH:31][CH:30]=[CH:29][C:28]=2[N:33]([CH3:38])[S:34]([CH3:37])(=[O:36])=[O:35])[C:22]2[C:39](I)=[N:40][N:41](COCC[Si](C)(C)C)[C:21]=2[CH:20]=1)[CH3:2].[NH:51]1[CH:55]=[CH:54][CH:53]=[N:52]1.C(=O)([O-])[O-].[Cs+].[Cs+].COC1C2C(=C3C(=CC=2)C(OC)=CC=N3)N=CC=1.C(O)(C(F)(F)F)=O, predict the reaction product. The product is: [CH2:1]([C:3]1[CH:8]=[C:7]([OH:9])[C:6]([F:18])=[CH:5][C:4]=1[C:19]1[N:24]=[C:23]([NH:25][CH2:26][C:27]2[CH:32]=[CH:31][CH:30]=[CH:29][C:28]=2[N:33]([CH3:38])[S:34]([CH3:37])(=[O:35])=[O:36])[C:22]2[C:39]([N:51]3[CH:55]=[CH:54][CH:53]=[N:52]3)=[N:40][NH:41][C:21]=2[CH:20]=1)[CH3:2]. (2) The product is: [CH2:3]([CH2:5][S:6]([NH:9][C:10]1[CH:11]=[C:12]([C:16]2[CH:24]=[C:23]3[C:19]([C:20]([C:40]4[CH:45]=[CH:44][CH:43]=[CH:42][CH:41]=4)=[C:21]([C:37]([OH:39])=[O:38])[N:22]3[CH2:25][C:26]3[CH:31]=[CH:30][CH:29]=[C:28]([O:32][C:33]([F:35])([F:36])[F:34])[CH:27]=3)=[CH:18][CH:17]=2)[CH:13]=[CH:14][CH:15]=1)(=[O:7])=[O:8])[CH:2]=[CH2:1]. Given the reactants [CH2:1](I)[CH:2]=[CH2:3].[CH3:5][S:6]([NH:9][C:10]1[CH:11]=[C:12]([C:16]2[CH:24]=[C:23]3[C:19]([C:20]([C:40]4[CH:45]=[CH:44][CH:43]=[CH:42][CH:41]=4)=[C:21]([C:37]([OH:39])=[O:38])[N:22]3[CH2:25][C:26]3[CH:31]=[CH:30][CH:29]=[C:28]([O:32][C:33]([F:36])([F:35])[F:34])[CH:27]=3)=[CH:18][CH:17]=2)[CH:13]=[CH:14][CH:15]=1)(=[O:8])=[O:7].C([O-])([O-])=O.[Cs+].[Cs+].CN(C=O)C, predict the reaction product. (3) The product is: [CH3:20][O:21][C:22]1[CH:27]=[CH:26][C:25]([CH2:28][C:29]([N:8]([CH2:9][C:10]2[CH:19]=[CH:18][C:13]([C:14]([O:16][CH3:17])=[O:15])=[CH:12][CH:11]=2)[CH:5]2[CH2:6][CH2:7][N:2]([CH3:1])[CH2:3][CH2:4]2)=[O:30])=[CH:24][CH:23]=1. Given the reactants [CH3:1][N:2]1[CH2:7][CH2:6][CH:5]([NH:8][CH2:9][C:10]2[CH:19]=[CH:18][C:13]([C:14]([O:16][CH3:17])=[O:15])=[CH:12][CH:11]=2)[CH2:4][CH2:3]1.[CH3:20][O:21][C:22]1[CH:27]=[CH:26][C:25]([CH2:28][C:29](Cl)=[O:30])=[CH:24][CH:23]=1, predict the reaction product. (4) Given the reactants [CH3:1][O:2][C:3]1[CH:4]=[C:5]2[C:10](=[CH:11][C:12]=1[O:13][CH3:14])[N:9]=[CH:8][N:7]=[C:6]2[S:15][C:16]1[CH:17]=[C:18]([CH:20]=[CH:21][CH:22]=1)[NH2:19].[C:23]([C:25]([C:28]1[CH:29]=[C:30]([NH:34][C:35](=O)[O:36]C2C=CC=CC=2)[CH:31]=[CH:32][CH:33]=1)([CH3:27])[CH3:26])#[N:24], predict the reaction product. The product is: [C:23]([C:25]([C:28]1[CH:29]=[C:30]([NH:34][C:35]([NH:19][C:18]2[CH:20]=[CH:21][CH:22]=[C:16]([S:15][C:6]3[C:5]4[C:10](=[CH:11][C:12]([O:13][CH3:14])=[C:3]([O:2][CH3:1])[CH:4]=4)[N:9]=[CH:8][N:7]=3)[CH:17]=2)=[O:36])[CH:31]=[CH:32][CH:33]=1)([CH3:27])[CH3:26])#[N:24]. (5) Given the reactants [Br:1][C:2]1[CH:3]=[CH:4][C:5]([C:8]([CH3:13])([CH3:12])[C:9](Cl)=[O:10])=[N:6][CH:7]=1.[Si]([CH:18]=[N+:19]=[N-:20])(C)(C)C.CCN(CC)CC.CC#N, predict the reaction product. The product is: [Br:1][C:2]1[CH:3]=[CH:4][C:5]([C:8]([CH3:13])([CH3:12])[C:9](=[O:10])[CH:18]=[N+:19]=[N-:20])=[N:6][CH:7]=1. (6) Given the reactants Cl[C:2]1[N:10]=[C:9]([Cl:11])[C:8]([F:12])=[CH:7][C:3]=1[C:4]([OH:6])=[O:5].[F:13][C:14]1[CH:15]=[C:16]([CH:20]=[CH:21][CH:22]=1)[CH2:17][CH2:18][NH2:19].CCN(C(C)C)C(C)C, predict the reaction product. The product is: [Cl:11][C:9]1[C:8]([F:12])=[CH:7][C:3]([C:4]([OH:6])=[O:5])=[C:2]([NH:19][CH2:18][CH2:17][C:16]2[CH:20]=[CH:21][CH:22]=[C:14]([F:13])[CH:15]=2)[N:10]=1.